Dataset: Forward reaction prediction with 1.9M reactions from USPTO patents (1976-2016). Task: Predict the product of the given reaction. Given the reactants [OH:1][C:2]([C:13]1[CH:18]=[CH:17][CH:16]=[CH:15][CH:14]=1)([C:8]1[CH:12]=[CH:11][S:10][CH:9]=1)[C:3]([O:5]CC)=[O:4], predict the reaction product. The product is: [OH:1][C:2]([C:13]1[CH:18]=[CH:17][CH:16]=[CH:15][CH:14]=1)([C:8]1[CH:12]=[CH:11][S:10][CH:9]=1)[C:3]([OH:5])=[O:4].